This data is from Reaction yield outcomes from USPTO patents with 853,638 reactions. The task is: Predict the reaction yield, written as a fraction of the theoretical maximum amount of product (1.0 means a 100% yield; for example, 0.34 means a 34% yield). (1) The reactants are [CH:1](=O)[C:2]1[CH:7]=[CH:6][CH:5]=[CH:4][CH:3]=1.[C:9]1(=[O:15])[CH2:14][CH2:13][CH2:12][CH2:11][CH2:10]1.[OH-].[Na+].O. The catalyst is C(O)C. The product is [CH:1](=[C:10]1[CH2:11][CH2:12][CH2:13][C:14](=[CH:1][C:2]2[CH:7]=[CH:6][CH:5]=[CH:4][CH:3]=2)[C:9]1=[O:15])[C:2]1[CH:7]=[CH:6][CH:5]=[CH:4][CH:3]=1. The yield is 0.730. (2) The reactants are [CH3:1][C:2]1([CH3:16])[CH2:10][C:9]2[NH:8][CH:7]=[C:6]([C:11]([F:14])([F:13])[F:12])[C:5]=2[C:4](=[O:15])[CH2:3]1.[H-].[Na+].F[C:20]1[CH:27]=[CH:26][C:23]([C:24]#[N:25])=[C:22]([NH:28][C@H:29]2[CH2:34][CH2:33][C@H:32]([OH:35])[CH2:31][CH2:30]2)[CH:21]=1.CN(C=[O:40])C. No catalyst specified. The product is [CH3:1][C:2]1([CH3:16])[CH2:10][C:9]2[N:8]([C:20]3[CH:27]=[CH:26][C:23]([C:24]([NH2:25])=[O:40])=[C:22]([NH:28][C@H:29]4[CH2:34][CH2:33][C@H:32]([OH:35])[CH2:31][CH2:30]4)[CH:21]=3)[CH:7]=[C:6]([C:11]([F:14])([F:12])[F:13])[C:5]=2[C:4](=[O:15])[CH2:3]1. The yield is 0.130. (3) The reactants are [Cl:1][C:2]1[CH:9]=[CH:8][C:5]([CH2:6][OH:7])=[CH:4][C:3]=1[O:10][CH2:11][CH3:12]. The catalyst is ClCCl.O=[Mn]=O. The product is [Cl:1][C:2]1[CH:9]=[CH:8][C:5]([CH:6]=[O:7])=[CH:4][C:3]=1[O:10][CH2:11][CH3:12]. The yield is 0.520. (4) The reactants are [CH2:1]([O:4][C:5]1[CH:42]=[CH:41][CH:40]=[CH:39][C:6]=1[CH2:7][N:8]1[CH:12]=[C:11]([C:13]2[CH:38]=[C:16]3[N:17]=[C:18]([CH3:37])[C:19]([CH2:32][C:33]([O:35][CH3:36])=[O:34])=[C:20]([N:21]4[CH2:26][CH2:25][C:24]([CH2:28][CH2:29]C=C)([CH3:27])[CH2:23][CH2:22]4)[N:15]3[N:14]=2)[CH:10]=[N:9]1)[CH:2]=[CH2:3]. The catalyst is ClCCCl.CC1C=C(C)C(N2C(=[Ru](Cl)(Cl)=CC3C=CC=CC=3OC(C)C)N(C3C(C)=CC(C)=CC=3C)CC2)=C(C)C=1. The product is [CH3:37][C:18]1[C:19]([CH2:32][C:33]([O:35][CH3:36])=[O:34])=[C:20]2[N:15]3[C:16](=[CH:38][C:13](=[N:14]3)[C:11]3=[CH:12][N:8]([N:9]=[CH:10]3)[CH2:7][C:6]3[CH:39]=[CH:40][CH:41]=[CH:42][C:5]=3[O:4][CH2:1][CH:2]=[CH:3][CH2:29][CH2:28][C:24]3([CH3:27])[CH2:25][CH2:26][N:21]2[CH2:22][CH2:23]3)[N:17]=1. The yield is 0.630. (5) The reactants are [C:1]1([C:7]2[C:11]3[CH2:12][NH:13][CH2:14][CH2:15][C:10]=3[NH:9][N:8]=2)[CH:6]=[CH:5][CH:4]=[CH:3][CH:2]=1.[CH3:16][C:17]([O:22][C:23]1[CH:28]=[CH:27][CH:26]=[CH:25][CH:24]=1)([CH3:21])[C:18](O)=[O:19].CN(C(ON1N=NC2C=CC=NC1=2)=[N+](C)C)C.F[P-](F)(F)(F)(F)F.CCN(C(C)C)C(C)C. The catalyst is C(Cl)Cl.O. The product is [CH3:21][C:17]([O:22][C:23]1[CH:28]=[CH:27][CH:26]=[CH:25][CH:24]=1)([CH3:16])[C:18]([N:13]1[CH2:14][CH2:15][C:10]2[NH:9][N:8]=[C:7]([C:1]3[CH:2]=[CH:3][CH:4]=[CH:5][CH:6]=3)[C:11]=2[CH2:12]1)=[O:19]. The yield is 0.139. (6) The reactants are [OH:1][CH2:2][C:3]([CH2:8][OH:9])([CH2:6][OH:7])[CH2:4][OH:5].O.[C:11]1(C)C=CC(S(O)(=O)=O)=C[CH:12]=1.C(OCC)(OCC)(OCC)C. The catalyst is C(OCCCCCCCC)(=O)C1C(=CC=CC=1)C(OCCCCCCCC)=O. The product is [CH3:11][C:12]12[O:7][CH2:6][C:3]([CH2:8][OH:9])([CH2:4][O:5]1)[CH2:2][O:1]2. The yield is 0.830. (7) The reactants are Cl.[F:2][C:3]([F:14])([F:13])[CH:4]1[C:9]2[N:10]=[CH:11][NH:12][C:8]=2[CH2:7][CH2:6][NH:5]1.[Cl:15][C:16]1[C:24]([C:25]([F:28])([F:27])[F:26])=[CH:23][CH:22]=[CH:21][C:17]=1[C:18](O)=[O:19].CN(C(ON1N=NC2C=CC=NC1=2)=[N+](C)C)C.F[P-](F)(F)(F)(F)F.CCN(C(C)C)C(C)C. The catalyst is CN(C=O)C.CCOC(C)=O. The product is [Cl:15][C:16]1[C:24]([C:25]([F:27])([F:28])[F:26])=[CH:23][CH:22]=[CH:21][C:17]=1[C:18]([N:5]1[CH2:6][CH2:7][C:8]2[NH:12][CH:11]=[N:10][C:9]=2[CH:4]1[C:3]([F:2])([F:13])[F:14])=[O:19]. The yield is 0.340.